From a dataset of Forward reaction prediction with 1.9M reactions from USPTO patents (1976-2016). Predict the product of the given reaction. Given the reactants C1(C2[N:8]=[C:7]([C:9]3[C:10]4[CH2:28][CH2:27][CH2:26][CH2:25][C:11]=4[S:12][C:13]=3[NH:14]C(N3CCC[C@@H]3C(O)=O)=O)ON=2)CC1.[O:29]=[S:30]1(=[O:37])CCC(=O)[CH2:32][CH2:31]1.CC1N=C(CC#N)SC=1, predict the reaction product. The product is: [O:29]=[S:30]1(=[O:37])[CH2:27][CH2:28][C:10](=[C:9]([C:13]2[S:12][CH:11]=[C:25]([CH3:26])[N:14]=2)[C:7]#[N:8])[CH2:32][CH2:31]1.